From a dataset of Catalyst prediction with 721,799 reactions and 888 catalyst types from USPTO. Predict which catalyst facilitates the given reaction. (1) Reactant: [Br:1][C:2]1[CH:3]=[C:4]([C:11]([N:13]2[CH2:18][CH2:17][O:16][C:15]3[N:19]=[CH:20][C:21]([C:23]4[CH:28]=[CH:27][CH:26]=[CH:25][C:24]=4[C:29]([F:32])([F:31])[F:30])=[CH:22][C:14]2=3)=[O:12])[CH:5]=[C:6]([Br:10])[C:7]=1[O:8]C.[Br-].[Li+].N1CCNCC1.Cl. Product: [Br:1][C:2]1[CH:3]=[C:4]([C:11]([N:13]2[CH2:18][CH2:17][O:16][C:15]3[N:19]=[CH:20][C:21]([C:23]4[CH:28]=[CH:27][CH:26]=[CH:25][C:24]=4[C:29]([F:30])([F:32])[F:31])=[CH:22][C:14]2=3)=[O:12])[CH:5]=[C:6]([Br:10])[C:7]=1[OH:8]. The catalyst class is: 35. (2) Reactant: [F:1][C:2]1[CH:7]=[C:6]([F:8])[CH:5]=[CH:4][C:3]=1[CH2:9][CH2:10][C:11]1[N:12]([CH2:22][C:23](O)=[O:24])[C:13]2[C:18]([C:19](=[O:21])[N:20]=1)=[CH:17][CH:16]=[CH:15][CH:14]=2.[CH3:26][C:27]([N:33]1[CH2:38][CH2:37][CH:36]([NH:39][CH2:40][C:41]2[CH:46]=[CH:45][C:44]([C:47]3[CH:52]=[CH:51][C:50]([C:53]([F:56])([F:55])[F:54])=[CH:49][CH:48]=3)=[CH:43][CH:42]=2)[CH2:35][CH2:34]1)([CH3:32])[C:28]([O:30][CH3:31])=[O:29].CCN(C(C)C)C(C)C.CN(C(ON1N=NC2C=CC=NC1=2)=[N+](C)C)C.F[P-](F)(F)(F)(F)F. Product: [F:1][C:2]1[CH:7]=[C:6]([F:8])[CH:5]=[CH:4][C:3]=1[CH2:9][CH2:10][C:11]1[N:12]([CH2:22][C:23]([N:39]([CH2:40][C:41]2[CH:46]=[CH:45][C:44]([C:47]3[CH:48]=[CH:49][C:50]([C:53]([F:55])([F:56])[F:54])=[CH:51][CH:52]=3)=[CH:43][CH:42]=2)[CH:36]2[CH2:37][CH2:38][N:33]([C:27]([CH3:26])([CH3:32])[C:28]([O:30][CH3:31])=[O:29])[CH2:34][CH2:35]2)=[O:24])[C:13]2[C:18]([C:19](=[O:21])[N:20]=1)=[CH:17][CH:16]=[CH:15][CH:14]=2. The catalyst class is: 10. (3) Reactant: [Cl:1][C:2]1[N:7]=[C:6]([C:8]([OH:10])=O)[CH:5]=[N:4][CH:3]=1.[F:11][C:12]1[CH:13]=[C:14]2[C:18](=[CH:19][CH:20]=1)[NH:17][CH2:16][CH2:15]2.CN(C(ON1N=NC2C=CC=CC1=2)=[N+](C)C)C.[B-](F)(F)(F)F.O. Product: [Cl:1][C:2]1[N:7]=[C:6]([C:8]([N:17]2[C:18]3[C:14](=[CH:13][C:12]([F:11])=[CH:20][CH:19]=3)[CH2:15][CH2:16]2)=[O:10])[CH:5]=[N:4][CH:3]=1. The catalyst class is: 3. (4) Reactant: [H-].[Na+].[CH3:3][C:4]1([CH3:22])[C:8]([CH3:10])([CH3:9])[O:7][B:6]([C:11]2[CH:12]=[C:13]3[C:18](=[CH:19][CH:20]=2)[C:17](=[O:21])[NH:16][CH2:15][CH2:14]3)[O:5]1.[CH3:23]I. Product: [CH3:23][N:16]1[CH2:15][CH2:14][C:13]2[C:18](=[CH:19][CH:20]=[C:11]([B:6]3[O:5][C:4]([CH3:22])([CH3:3])[C:8]([CH3:9])([CH3:10])[O:7]3)[CH:12]=2)[C:17]1=[O:21]. The catalyst class is: 39. (5) The catalyst class is: 88. Product: [OH:10][C:1]1[CH:2]=[C:3]([C:4]([O:6][CH2:7][CH3:8])=[O:5])[N:15]([CH3:14])[N:16]=1. Reactant: [C:1]([O:10]CC)(=O)[C:2]#[C:3][C:4]([O:6][CH2:7][CH3:8])=[O:5].Cl.[CH3:14][N:15](C)[NH2:16].[OH-].[Na+].CCOC(C)=O.